From a dataset of Forward reaction prediction with 1.9M reactions from USPTO patents (1976-2016). Predict the product of the given reaction. (1) Given the reactants [C:1]([C:3]1[CH:10]=[CH:9][C:6]([C:7]#[N:8])=[CH:5][CH:4]=1)#[CH:2].[CH2:11]([O:13][C:14](=[O:18])/[CH:15]=[CH:16]\I)[CH3:12], predict the reaction product. The product is: [CH2:11]([O:13][C:14](=[O:18])[CH:15]=[CH:16][C:2]#[C:1][C:3]1[CH:10]=[CH:9][C:6]([C:7]#[N:8])=[CH:5][CH:4]=1)[CH3:12]. (2) Given the reactants [Cl:1][C:2]1[N:3]=[C:4]([N:13]2[CH2:18][CH2:17][O:16][CH2:15][CH2:14]2)[C:5]2[S:10][C:9]([CH:11]=O)=[N:8][C:6]=2[N:7]=1.[NH:19]1[CH2:22][CH:21]([N:23]2[CH2:28][CH2:27][O:26][CH2:25][CH2:24]2)[CH2:20]1.C(O[BH-](OC(=O)C)OC(=O)C)(=O)C.[Na+], predict the reaction product. The product is: [Cl:1][C:2]1[N:3]=[C:4]([N:13]2[CH2:18][CH2:17][O:16][CH2:15][CH2:14]2)[C:5]2[S:10][C:9]([CH2:11][N:19]3[CH2:22][CH:21]([N:23]4[CH2:28][CH2:27][O:26][CH2:25][CH2:24]4)[CH2:20]3)=[N:8][C:6]=2[N:7]=1. (3) Given the reactants C([O:7][CH2:8][CH2:9][O:10][C:11]1[CH:16]=[CH:15][C:14](/[C:17](/[C:28]2[CH:33]=[CH:32][CH:31]=[CH:30][CH:29]=2)=[C:18](\[C:22]2[CH:27]=[CH:26][CH:25]=[CH:24][CH:23]=2)/[CH2:19][CH2:20][Cl:21])=[CH:13][CH:12]=1)(=O)C(C)(C)C.CO.O.[OH-].[Na+], predict the reaction product. The product is: [CH:25]1[CH:26]=[CH:27][C:22](/[C:18](/[CH2:19][CH2:20][Cl:21])=[C:17](\[C:14]2[CH:15]=[CH:16][C:11]([O:10][CH2:9][CH2:8][OH:7])=[CH:12][CH:13]=2)/[C:28]2[CH:29]=[CH:30][CH:31]=[CH:32][CH:33]=2)=[CH:23][CH:24]=1. (4) Given the reactants [CH3:1][S:2]([C:5]1[CH:6]=[CH:7][C:8]([NH2:11])=[N:9][CH:10]=1)(=[O:4])=[O:3].Br[C:13]1[C:14](=[O:21])[N:15]([CH3:20])[CH:16]=[C:17]([Br:19])[CH:18]=1.C(=O)([O-])[O-].[Cs+].[Cs+].CC1(C)C2C(=C(P(C3C=CC=CC=3)C3C=CC=CC=3)C=CC=2)OC2C(P(C3C=CC=CC=3)C3C=CC=CC=3)=CC=CC1=2, predict the reaction product. The product is: [Br:19][C:17]1[CH:18]=[C:13]([NH:11][C:8]2[CH:7]=[CH:6][C:5]([S:2]([CH3:1])(=[O:4])=[O:3])=[CH:10][N:9]=2)[C:14](=[O:21])[N:15]([CH3:20])[CH:16]=1. (5) Given the reactants [CH3:1][C:2](C)([O-:4])C.[K+].[C:7](#[N:13])[CH2:8][CH2:9][CH2:10][C:11]#[CH:12].C(OCC(C)C)(=O)C.O, predict the reaction product. The product is: [C:2]([CH:8]([CH2:9][C:10]#[C:11][CH3:12])[C:7]#[N:13])(=[O:4])[CH3:1]. (6) Given the reactants C(OC(=O)[N:7]([C:16]1[CH:21]=[CH:20][C:19]([CH:22]2[O:39][C:38]3[C:33](=[CH:34][CH:35]=[C:36]([F:40])[CH:37]=3)[C:32]3[C:23]2=[C:24]2[C:29](=[CH:30][CH:31]=3)[CH:28]=[C:27]([O:41]C)[CH:26]=[CH:25]2)=[CH:18][CH:17]=1)[CH2:8][CH2:9][N:10]1[CH2:15][CH2:14][CH2:13][CH2:12][CH2:11]1)(C)(C)C.[ClH:44].B(Br)(Br)Br, predict the reaction product. The product is: [ClH:44].[ClH:44].[F:40][C:36]1[CH:37]=[C:38]2[C:33](=[CH:34][CH:35]=1)[C:32]1[C:23](=[C:24]3[C:29](=[CH:30][CH:31]=1)[CH:28]=[C:27]([OH:41])[CH:26]=[CH:25]3)[CH:22]([C:19]1[CH:18]=[CH:17][C:16]([NH:7][CH2:8][CH2:9][N:10]3[CH2:11][CH2:12][CH2:13][CH2:14][CH2:15]3)=[CH:21][CH:20]=1)[O:39]2.